Predict the reactants needed to synthesize the given product. From a dataset of Full USPTO retrosynthesis dataset with 1.9M reactions from patents (1976-2016). (1) Given the product [Br:19][C:18]1[C:13]([C:11]2[O:12][C:1]([C:2]3[CH:7]=[CH:6][CH:5]=[CH:4][CH:3]=3)=[N:9][N:10]=2)=[CH:14][C:15]([NH:20][C:21]([NH:23][CH2:24][CH3:25])=[O:22])=[N:16][CH:17]=1, predict the reactants needed to synthesize it. The reactants are: [C:1]([NH:9][NH:10][C:11]([C:13]1[C:18]([Br:19])=[CH:17][N:16]=[C:15]([NH:20][C:21]([NH:23][CH2:24][CH3:25])=[O:22])[CH:14]=1)=[O:12])(=O)[C:2]1[CH:7]=[CH:6][CH:5]=[CH:4][CH:3]=1.C1(P(C2C=CC=CC=2)C2C=CC=CC=2)C=CC=CC=1.C(Br)(Br)(Br)Br.C(N(CC)CC)C. (2) Given the product [CH2:28]([N:27]([CH3:26])[CH2:2][CH2:3][CH2:4][CH2:5][CH2:6][CH2:7][N:8]1[C:16]2[C:11](=[CH:12][CH:13]=[CH:14][CH:15]=2)[C:10]2[CH2:17][CH2:18][S:19][C:20]3[CH:25]=[CH:24][CH:23]=[CH:22][C:21]=3[C:9]1=2)[CH2:29][CH2:30][CH3:31], predict the reactants needed to synthesize it. The reactants are: Cl[CH2:2][CH2:3][CH2:4][CH2:5][CH2:6][CH2:7][N:8]1[C:16]2[C:11](=[CH:12][CH:13]=[CH:14][CH:15]=2)[C:10]2[CH2:17][CH2:18][S:19][C:20]3[CH:25]=[CH:24][CH:23]=[CH:22][C:21]=3[C:9]1=2.[CH3:26][NH:27][CH2:28][CH2:29][CH2:30][CH3:31]. (3) Given the product [ClH:23].[CH:2]1([CH2:1][N:8]2[CH2:9][CH2:10][PH:11](=[O:22])[CH2:12][CH2:13]2)[CH2:7][CH2:6]1, predict the reactants needed to synthesize it. The reactants are: [CH2:1]([N:8]1[CH2:13][CH2:12][P:11](=[O:22])(CC2C=CC(F)=CC=2)[CH2:10][CH2:9]1)[C:2]1[CH:7]=[CH:6]C=CC=1.[ClH:23].